Task: Regression. Given two drug SMILES strings and cell line genomic features, predict the synergy score measuring deviation from expected non-interaction effect.. Dataset: NCI-60 drug combinations with 297,098 pairs across 59 cell lines (1) Drug 1: CC1C(C(CC(O1)OC2CC(CC3=C2C(=C4C(=C3O)C(=O)C5=C(C4=O)C(=CC=C5)OC)O)(C(=O)C)O)N)O.Cl. Drug 2: C1C(C(OC1N2C=C(C(=O)NC2=O)F)CO)O. Cell line: UO-31. Synergy scores: CSS=16.6, Synergy_ZIP=-9.32, Synergy_Bliss=-13.5, Synergy_Loewe=-11.1, Synergy_HSA=-10.3. (2) Drug 1: C1=NC2=C(N1)C(=S)N=C(N2)N. Drug 2: CC1=C(C(=CC=C1)Cl)NC(=O)C2=CN=C(S2)NC3=CC(=NC(=N3)C)N4CCN(CC4)CCO. Cell line: UO-31. Synergy scores: CSS=42.0, Synergy_ZIP=1.25, Synergy_Bliss=0.938, Synergy_Loewe=-8.67, Synergy_HSA=6.00. (3) Drug 1: CCC1(CC2CC(C3=C(CCN(C2)C1)C4=CC=CC=C4N3)(C5=C(C=C6C(=C5)C78CCN9C7C(C=CC9)(C(C(C8N6C=O)(C(=O)OC)O)OC(=O)C)CC)OC)C(=O)OC)O.OS(=O)(=O)O. Drug 2: CC1=C(C=C(C=C1)NC(=O)C2=CC=C(C=C2)CN3CCN(CC3)C)NC4=NC=CC(=N4)C5=CN=CC=C5. Cell line: TK-10. Synergy scores: CSS=-0.972, Synergy_ZIP=-0.177, Synergy_Bliss=-1.07, Synergy_Loewe=-2.44, Synergy_HSA=-2.05. (4) Drug 1: CC1=C2C(C(=O)C3(C(CC4C(C3C(C(C2(C)C)(CC1OC(=O)C(C(C5=CC=CC=C5)NC(=O)OC(C)(C)C)O)O)OC(=O)C6=CC=CC=C6)(CO4)OC(=O)C)OC)C)OC. Drug 2: C(CCl)NC(=O)N(CCCl)N=O. Cell line: 786-0. Synergy scores: CSS=54.1, Synergy_ZIP=6.14, Synergy_Bliss=5.76, Synergy_Loewe=-3.02, Synergy_HSA=7.62. (5) Drug 1: CC12CCC(CC1=CCC3C2CCC4(C3CC=C4C5=CN=CC=C5)C)O. Drug 2: COCCOC1=C(C=C2C(=C1)C(=NC=N2)NC3=CC=CC(=C3)C#C)OCCOC.Cl. Cell line: T-47D. Synergy scores: CSS=6.25, Synergy_ZIP=-2.53, Synergy_Bliss=3.91, Synergy_Loewe=3.79, Synergy_HSA=4.19. (6) Cell line: MDA-MB-435. Synergy scores: CSS=-1.36, Synergy_ZIP=2.07, Synergy_Bliss=5.04, Synergy_Loewe=-0.688, Synergy_HSA=0.0762. Drug 1: CN1CCC(CC1)COC2=C(C=C3C(=C2)N=CN=C3NC4=C(C=C(C=C4)Br)F)OC. Drug 2: CCN(CC)CCNC(=O)C1=C(NC(=C1C)C=C2C3=C(C=CC(=C3)F)NC2=O)C. (7) Drug 1: CCC1(CC2CC(C3=C(CCN(C2)C1)C4=CC=CC=C4N3)(C5=C(C=C6C(=C5)C78CCN9C7C(C=CC9)(C(C(C8N6C)(C(=O)OC)O)OC(=O)C)CC)OC)C(=O)OC)O.OS(=O)(=O)O. Drug 2: CC1C(C(CC(O1)OC2CC(CC3=C2C(=C4C(=C3O)C(=O)C5=CC=CC=C5C4=O)O)(C(=O)C)O)N)O. Cell line: CCRF-CEM. Synergy scores: CSS=50.9, Synergy_ZIP=-3.92, Synergy_Bliss=-7.25, Synergy_Loewe=-3.17, Synergy_HSA=-2.76. (8) Drug 1: CCCS(=O)(=O)NC1=C(C(=C(C=C1)F)C(=O)C2=CNC3=C2C=C(C=N3)C4=CC=C(C=C4)Cl)F. Drug 2: CC=C1C(=O)NC(C(=O)OC2CC(=O)NC(C(=O)NC(CSSCCC=C2)C(=O)N1)C(C)C)C(C)C. Cell line: NCI-H522. Synergy scores: CSS=60.3, Synergy_ZIP=4.09, Synergy_Bliss=5.07, Synergy_Loewe=-47.7, Synergy_HSA=4.80. (9) Drug 1: CC12CCC(CC1=CCC3C2CCC4(C3CC=C4C5=CN=CC=C5)C)O. Drug 2: CC1=C(C(=O)C2=C(C1=O)N3CC4C(C3(C2COC(=O)N)OC)N4)N. Cell line: CCRF-CEM. Synergy scores: CSS=43.5, Synergy_ZIP=-2.52, Synergy_Bliss=-8.04, Synergy_Loewe=-15.9, Synergy_HSA=-7.04. (10) Drug 1: C1=C(C(=O)NC(=O)N1)F. Drug 2: CN(CC1=CN=C2C(=N1)C(=NC(=N2)N)N)C3=CC=C(C=C3)C(=O)NC(CCC(=O)O)C(=O)O. Cell line: RXF 393. Synergy scores: CSS=24.9, Synergy_ZIP=-7.98, Synergy_Bliss=-1.68, Synergy_Loewe=0.984, Synergy_HSA=1.44.